From a dataset of Reaction yield outcomes from USPTO patents with 853,638 reactions. Predict the reaction yield, written as a fraction of the theoretical maximum amount of product (1.0 means a 100% yield; for example, 0.34 means a 34% yield). The reactants are [CH3:1][N:2]1[C:10](=[O:11])[C:9]2[NH:8][C:7]([O:12][C:13]3[CH:18]=[CH:17][CH:16]=[C:15]([O:19][C:20]([F:23])([F:22])[F:21])[CH:14]=3)=[N:6][C:5]=2[N:4]([CH3:24])[C:3]1=[O:25].Br[CH2:27][C:28]1[CH:33]=[CH:32][CH:31]=[C:30]([O:34][C:35]([F:38])([F:37])[F:36])[CH:29]=1.C(=O)([O-])[O-].[K+].[K+]. The catalyst is CN(C=O)C. The product is [CH3:1][N:2]1[C:10](=[O:11])[C:9]2[N:8]([CH2:27][C:28]3[CH:33]=[CH:32][CH:31]=[C:30]([O:34][C:35]([F:36])([F:37])[F:38])[CH:29]=3)[C:7]([O:12][C:13]3[CH:18]=[CH:17][CH:16]=[C:15]([O:19][C:20]([F:23])([F:22])[F:21])[CH:14]=3)=[N:6][C:5]=2[N:4]([CH3:24])[C:3]1=[O:25]. The yield is 0.539.